This data is from Forward reaction prediction with 1.9M reactions from USPTO patents (1976-2016). The task is: Predict the product of the given reaction. (1) Given the reactants [C:1]([O:5][C:6]([N:8]1[CH2:13][CH2:12][CH:11]([N:14]([C:23]2[CH:28]=[CH:27][C:26](Br)=[CH:25][CH:24]=2)[CH2:15][C:16]2[CH:17]=[N:18][CH:19]=[CH:20][C:21]=2[CH3:22])[CH2:10][CH2:9]1)=[O:7])([CH3:4])([CH3:3])[CH3:2].CC(C)([O-])C.[K+].[NH:36]1[CH2:41][CH2:40][O:39][CH2:38][CH2:37]1.C(P(C(C)(C)C)C(C)(C)C)(C)(C)C, predict the reaction product. The product is: [C:1]([O:5][C:6]([N:8]1[CH2:13][CH2:12][CH:11]([N:14]([CH2:15][C:16]2[CH:17]=[N:18][CH:19]=[CH:20][C:21]=2[CH3:22])[C:23]2[CH:28]=[CH:27][C:26]([N:36]3[CH2:41][CH2:40][O:39][CH2:38][CH2:37]3)=[CH:25][CH:24]=2)[CH2:10][CH2:9]1)=[O:7])([CH3:4])([CH3:3])[CH3:2]. (2) Given the reactants C[O:2][C:3]([C:5]1[CH:10]=[CH:9][N:8]=[C:7]([C:11]2[N:12]=[CH:13][N:14]([CH3:17])[C:15]=2Br)[CH:6]=1)=[O:4].[CH:18]1([CH2:21][O:22][C:23]2[CH:28]=[C:27]([F:29])[C:26]([F:30])=[CH:25][C:24]=2B2OC(C)(C)C(C)(C)O2)[CH2:20][CH2:19]1, predict the reaction product. The product is: [CH:18]1([CH2:21][O:22][C:23]2[CH:28]=[C:27]([F:29])[C:26]([F:30])=[CH:25][C:24]=2[C:15]2[N:14]([CH3:17])[CH:13]=[N:12][C:11]=2[C:7]2[CH:6]=[C:5]([C:3]([OH:2])=[O:4])[CH:10]=[CH:9][N:8]=2)[CH2:19][CH2:20]1. (3) Given the reactants [CH3:1][C:2]1[C:6]([C:7]2[CH:15]=[C:14]([C:16]([F:19])([F:18])[F:17])[CH:13]=[C:12]3[C:8]=2[CH:9]=[N:10][N:11]3C2CCCCO2)=[C:5]([C:26](OCC)=[O:27])[N:4]([CH2:31][C:32]2[CH:33]=[N:34][N:35]([CH3:37])[CH:36]=2)[N:3]=1.[H-].[Al+3].[Li+].[H-].[H-].[H-], predict the reaction product. The product is: [CH3:1][C:2]1[C:6]([C:7]2[CH:15]=[C:14]([C:16]([F:17])([F:19])[F:18])[CH:13]=[C:12]3[C:8]=2[CH:9]=[N:10][NH:11]3)=[C:5]([CH2:26][OH:27])[N:4]([CH2:31][C:32]2[CH:33]=[N:34][N:35]([CH3:37])[CH:36]=2)[N:3]=1.